From a dataset of Retrosynthesis with 50K atom-mapped reactions and 10 reaction types from USPTO. Predict the reactants needed to synthesize the given product. (1) Given the product O=c1oc(-c2cc(Cl)cc3c2OCCC3)nn1C1CCN(C2Cc3ccccc3C2)CC1, predict the reactants needed to synthesize it. The reactants are: O=C1Cc2ccccc2C1.O=c1oc(-c2cc(Cl)cc3c2OCCC3)nn1C1CCNCC1. (2) The reactants are: C[C@H]1CN(C(=O)COc2ccc(Cl)cc2CN2C(=O)c3ccccc3C2=O)[C@H](C)CN1Cc1ccc(F)cc1. Given the product C[C@H]1CN(C(=O)COc2ccc(Cl)cc2CN)[C@H](C)CN1Cc1ccc(F)cc1, predict the reactants needed to synthesize it. (3) The reactants are: CCOC(=O)c1cc2cc(OC)c(Br)cc2n1C(=O)OC(C)(C)C.O=C([O-])[O-]. Given the product CCOC(=O)c1cc2cc(OC)c(C)cc2n1C(=O)OC(C)(C)C, predict the reactants needed to synthesize it. (4) Given the product CN1C(=O)Cn2cc(C(=O)NCc3ccc(Cl)cc3)c(=O)c3cc(I)cc1c32, predict the reactants needed to synthesize it. The reactants are: CCOC(=O)c1cn2c3c(cc(I)cc3c1=O)N(C)C(=O)C2.NCc1ccc(Cl)cc1. (5) Given the product Cc1cc(N2CCCC2)oc1C(=O)O, predict the reactants needed to synthesize it. The reactants are: CCOC(=O)c1oc(N2CCCC2)cc1C. (6) Given the product COc1ccc(C(=O)c2ccc(N)cc2)cc1-c1cccc(Cl)c1, predict the reactants needed to synthesize it. The reactants are: COc1ccc(C(=O)c2ccc([N+](=O)[O-])cc2)cc1-c1cccc(Cl)c1.